From a dataset of Peptide-MHC class II binding affinity with 134,281 pairs from IEDB. Regression. Given a peptide amino acid sequence and an MHC pseudo amino acid sequence, predict their binding affinity value. This is MHC class II binding data. (1) The peptide sequence is LPRPPATPPPPPPPQ. The MHC is DRB5_0101 with pseudo-sequence DRB5_0101. The binding affinity (normalized) is 0. (2) The peptide sequence is DGVWEIKSDKPLKGP. The MHC is DRB1_0101 with pseudo-sequence DRB1_0101. The binding affinity (normalized) is 0.331. (3) The peptide sequence is FYNLSKVTHIEIRNTR. The MHC is DRB1_0301 with pseudo-sequence DRB1_0301. The binding affinity (normalized) is 0.0161. (4) The peptide sequence is FLPVFLAQPPSGQRR. The MHC is HLA-DQA10301-DQB10302 with pseudo-sequence HLA-DQA10301-DQB10302. The binding affinity (normalized) is 0.179. (5) The peptide sequence is FKAAVAAAAGAPPAD. The MHC is DRB1_1302 with pseudo-sequence DRB1_1302. The binding affinity (normalized) is 0.247. (6) The peptide sequence is AFKVLATAANAAPAN. The MHC is DRB1_1001 with pseudo-sequence DRB1_1001. The binding affinity (normalized) is 0.987. (7) The peptide sequence is SQDFELSWNLNGLQAY. The MHC is HLA-DQA10301-DQB10302 with pseudo-sequence HLA-DQA10301-DQB10302. The binding affinity (normalized) is 0.377. (8) The peptide sequence is WAQDLTLPWQSGSGG. The MHC is DRB1_0701 with pseudo-sequence DRB1_0701. The binding affinity (normalized) is 0.0689. (9) The peptide sequence is WDKFLANVSTVLTGK. The MHC is DRB3_0202 with pseudo-sequence DRB3_0202. The binding affinity (normalized) is 0.859. (10) The peptide sequence is FLRSVFANSLVYGAS. The MHC is DRB1_0405 with pseudo-sequence DRB1_0405. The binding affinity (normalized) is 0.623.